This data is from Forward reaction prediction with 1.9M reactions from USPTO patents (1976-2016). The task is: Predict the product of the given reaction. (1) Given the reactants [CH3:1][C:2]1([CH3:36])[CH2:10][C@H:9]([NH:11][C:12]2[C:17]([C:18]#[N:19])=[CH:16][N:15]=[C:14]([NH:20][C:21]3[CH:26]=[C:25]([N:27]4[C:31](=[O:32])[N:30]([CH3:33])[N:29]=[N:28]4)[C:24]([OH:34])=[CH:23][C:22]=3[F:35])[N:13]=2)[CH2:8][C@H:7]2[N:3]1[CH2:4][CH2:5][CH2:6]2.C([O-])([O-])=O.[Cs+].[Cs+].I[CH2:44][C@H:45]([OH:47])[CH3:46], predict the reaction product. The product is: [CH3:1][C:2]1([CH3:36])[CH2:10][C@H:9]([NH:11][C:12]2[C:17]([C:18]#[N:19])=[CH:16][N:15]=[C:14]([NH:20][C:21]3[CH:26]=[C:25]([N:27]4[C:31](=[O:32])[N:30]([CH3:33])[N:29]=[N:28]4)[C:24]([O:34][CH2:44][C@H:45]([OH:47])[CH3:46])=[CH:23][C:22]=3[F:35])[N:13]=2)[CH2:8][C@H:7]2[N:3]1[CH2:4][CH2:5][CH2:6]2. (2) Given the reactants [OH-].[Li+].[Br:3][C:4]1[N:5]=[CH:6][C:7]([NH:10][C:11](=[O:18])[CH2:12][CH2:13][C:14]([O:16]C)=[O:15])=[N:8][CH:9]=1, predict the reaction product. The product is: [Br:3][C:4]1[N:5]=[CH:6][C:7]([NH:10][C:11](=[O:18])[CH2:12][CH2:13][C:14]([OH:16])=[O:15])=[N:8][CH:9]=1. (3) Given the reactants Cl[C:2]1[N:7]=[C:6]([NH:8][CH2:9][CH2:10][CH3:11])[C:5]([C:12]#[C:13][CH2:14][CH2:15][CH2:16][NH:17][C:18](=[O:31])[C@@H:19]([N:21]([CH3:30])[C:22](=[O:29])/[CH:23]=[CH:24]/[CH2:25][N:26]([CH3:28])[CH3:27])[CH3:20])=[CH:4][N:3]=1.[Cl:32][C:33]1[CH:34]=[C:35]([CH:37]=[CH:38][CH:39]=1)[NH2:36].[C@]12(CS(O)(=O)=O)C(C)(C)C(CC1)CC2=O.C(NCC)C, predict the reaction product. The product is: [Cl:32][C:33]1[CH:34]=[C:35]([NH:36][C:2]2[N:7]=[C:6]([NH:8][CH2:9][CH2:10][CH3:11])[C:5]([C:12]#[C:13][CH2:14][CH2:15][CH2:16][NH:17][C:18](=[O:31])[C@@H:19]([N:21]([CH3:30])[C:22](=[O:29])/[CH:23]=[CH:24]/[CH2:25][N:26]([CH3:28])[CH3:27])[CH3:20])=[CH:4][N:3]=2)[CH:37]=[CH:38][CH:39]=1.